Dataset: hERG potassium channel inhibition data for cardiac toxicity prediction from Karim et al.. Task: Regression/Classification. Given a drug SMILES string, predict its toxicity properties. Task type varies by dataset: regression for continuous values (e.g., LD50, hERG inhibition percentage) or binary classification for toxic/non-toxic outcomes (e.g., AMES mutagenicity, cardiotoxicity, hepatotoxicity). Dataset: herg_karim. The molecule is N#Cc1ccc(CCN2CCN(CCc3ccc4nonc4c3)CC2)cc1. The result is 1 (blocker).